This data is from HIV replication inhibition screening data with 41,000+ compounds from the AIDS Antiviral Screen. The task is: Binary Classification. Given a drug SMILES string, predict its activity (active/inactive) in a high-throughput screening assay against a specified biological target. (1) The compound is O=c1n(-c2ccccc2)c(=O)n2n1C1CCC2CC1. The result is 0 (inactive). (2) The drug is CCCCCCC(CC(=O)CCC(=O)NCCc1ccccc1)=NNC(=O)c1ccc2ccccc2c1O. The result is 0 (inactive). (3) The compound is COC(=O)c1cc(=O)nc(NN)s1. The result is 0 (inactive). (4) The drug is Cc1ccc(NC(=O)c2c(N)c(C#N)c3n2CCC3)cc1. The result is 0 (inactive). (5) The molecule is CN(C)c1ccc(-c2c3ccccc3nc3ccccc23)cc1. The result is 0 (inactive). (6) The drug is CS(=O)(=O)c1cc(O)nc(O)n1. The result is 0 (inactive). (7) The compound is Cn1c(=O)c(C(c2ccccc2)c2c(O)c3ccccc3n(C)c2=O)c(O)c2ccccc21. The result is 0 (inactive).